From a dataset of Forward reaction prediction with 1.9M reactions from USPTO patents (1976-2016). Predict the product of the given reaction. (1) Given the reactants [H-].[Na+].[C:3]1(=[O:9])[CH2:8][CH2:7][CH2:6][CH2:5][CH2:4]1.[CH:10](OCC)=[O:11], predict the reaction product. The product is: [OH:11][CH:10]=[C:4]1[CH2:5][CH2:6][CH2:7][CH2:8][C:3]1=[O:9]. (2) Given the reactants [Cl:1][C:2]1[CH:37]=[CH:36][C:5]([CH2:6][CH2:7][NH:8][C:9]([C:11]2[CH:35]=[CH:34][C:14]([O:15][C:16]3[C:21]([C:22]4[CH:27]=[CH:26][CH:25]=[CH:24][CH:23]=4)=[CH:20][C:19]([CH2:28][C:29]([O:31]CC)=[O:30])=[CH:18][CH:17]=3)=[CH:13][CH:12]=2)=[O:10])=[CH:4][CH:3]=1.[OH-].[Na+].O, predict the reaction product. The product is: [Cl:1][C:2]1[CH:37]=[CH:36][C:5]([CH2:6][CH2:7][NH:8][C:9]([C:11]2[CH:12]=[CH:13][C:14]([O:15][C:16]3[C:21]([C:22]4[CH:27]=[CH:26][CH:25]=[CH:24][CH:23]=4)=[CH:20][C:19]([CH2:28][C:29]([OH:31])=[O:30])=[CH:18][CH:17]=3)=[CH:34][CH:35]=2)=[O:10])=[CH:4][CH:3]=1. (3) Given the reactants [Br:1][C:2]1[CH:7]=[CH:6][C:5]([CH2:8]O)=[C:4]([CH3:10])[CH:3]=1.C1(P(C2C=CC=CC=2)C2C=CC=CC=2)C=CC=CC=1.ClCl.[Br:32]N1C(=O)CCC1=O, predict the reaction product. The product is: [Br:1][C:2]1[CH:7]=[CH:6][C:5]([CH2:8][Br:32])=[C:4]([CH3:10])[CH:3]=1. (4) Given the reactants [OH:1][C:2]1[CH:3]=[C:4]2[C:9](=[CH:10][CH:11]=1)[C:8]([C:12]([NH:14][CH2:15][CH2:16][N:17]1[CH2:22][CH2:21][O:20][CH2:19][CH2:18]1)=[O:13])=[CH:7][CH:6]=[CH:5]2.[Cl:23][C:24]1[C:25]2[S:32][C:31]([CH3:33])=[CH:30][C:26]=2[N:27]=[CH:28][N:29]=1.C([O-])([O-])=O.[Cs+].[Cs+], predict the reaction product. The product is: [Cl:23][C:24]1[C:25]2[S:32][C:31]([CH3:33])=[CH:30][C:26]=2[N:27]=[CH:28][N:29]=1.[CH3:33][C:31]1[S:32][C:25]2[C:24]([O:1][C:2]3[CH:3]=[C:4]4[C:9](=[CH:10][CH:11]=3)[C:8]([C:12]([NH:14][CH2:15][CH2:16][N:17]3[CH2:18][CH2:19][O:20][CH2:21][CH2:22]3)=[O:13])=[CH:7][CH:6]=[CH:5]4)=[N:29][CH:28]=[N:27][C:26]=2[CH:30]=1. (5) Given the reactants [OH:1][CH2:2][C:3]1[CH:4]=[CH:5][C:6]([O:11][C:12]2[CH:17]=[CH:16][CH:15]=[C:14]([C:18]([F:21])([F:20])[F:19])[CH:13]=2)=[C:7]([CH:10]=1)[C:8]#[N:9].Cl[C:23]1[CH:34]=[C:27]2[N:28]([CH3:33])[C@H:29]([CH3:32])[CH2:30][CH2:31][N:26]2[C:25](=[O:35])[N:24]=1, predict the reaction product. The product is: [CH3:33][N:28]1[C@H:29]([CH3:32])[CH2:30][CH2:31][N:26]2[C:25](=[O:35])[N:24]=[C:23]([O:1][CH2:2][C:3]3[CH:4]=[CH:5][C:6]([O:11][C:12]4[CH:17]=[CH:16][CH:15]=[C:14]([C:18]([F:19])([F:20])[F:21])[CH:13]=4)=[C:7]([CH:10]=3)[C:8]#[N:9])[CH:34]=[C:27]12. (6) Given the reactants Cl[CH2:2][CH2:3][O:4][NH:5][CH2:6][C:7]1[CH:12]=[CH:11][C:10]([F:13])=[CH:9][CH:8]=1.[CH3:14][NH:15][CH3:16].[I-].[Na+], predict the reaction product. The product is: [CH3:14][N:15]([CH3:16])[CH2:2][CH2:3][O:4][NH:5][CH2:6][C:7]1[CH:12]=[CH:11][C:10]([F:13])=[CH:9][CH:8]=1.